Task: Predict the reaction yield, written as a fraction of the theoretical maximum amount of product (1.0 means a 100% yield; for example, 0.34 means a 34% yield).. Dataset: Reaction yield outcomes from USPTO patents with 853,638 reactions (1) The product is [Br:1][C:2]1[CH:7]=[CH:6][C:5]([C@H:8]([NH:11][C:12](=[O:17])[O:29][C:30]([CH3:33])([CH3:32])[CH3:31])[CH2:9][CH3:10])=[CH:4][CH:3]=1. The yield is 0.700. The reactants are [Br:1][C:2]1[CH:7]=[CH:6][C:5]([C@H:8]([NH:11][C:12](=[O:17])C(F)(F)F)[CH2:9][CH3:10])=[CH:4][CH:3]=1.[OH-].[Na+].C(N(CC)CC)C.C(OC([O:29][C:30]([CH3:33])([CH3:32])[CH3:31])=O)([O:29][C:30]([CH3:33])([CH3:32])[CH3:31])=O. The catalyst is C(Cl)Cl.CO. (2) The reactants are [F:1][C:2]1[CH:26]=[CH:25][CH:24]=[CH:23][C:3]=1[CH2:4][N:5]1[C:9]2=[N:10][CH:11]=[CH:12][CH:13]=[C:8]2[C:7]([C:14]2[N:19]=[C:18]([NH2:20])[C:17]([NH2:21])=[C:16]([NH2:22])[N:15]=2)=[N:6]1.[C:27](O[C:27]([O:29][CH3:30])=[O:28])([O:29][CH3:30])=[O:28]. The catalyst is C(O)(C)C. The product is [NH2:22][C:16]1[C:17]([NH:21][C:27](=[O:28])[O:29][CH3:30])=[C:18]([NH2:20])[N:19]=[C:14]([C:7]2[C:8]3[C:9](=[N:10][CH:11]=[CH:12][CH:13]=3)[N:5]([CH2:4][C:3]3[CH:23]=[CH:24][CH:25]=[CH:26][C:2]=3[F:1])[N:6]=2)[N:15]=1. The yield is 0.948. (3) The reactants are [NH2:1][C:2]1[C:3]([NH:21][C@@H:22]2[C@H:26]([CH2:27][CH3:28])[CH2:25][C@H:24]([NH:29][S:30]([CH:33]3[CH2:35][CH2:34]3)(=[O:32])=[O:31])[CH2:23]2)=[C:4]2[CH:10]=[CH:9][N:8]([S:11]([C:14]3[CH:20]=[CH:19][C:17]([CH3:18])=[CH:16][CH:15]=3)(=[O:13])=[O:12])[C:5]2=[N:6][CH:7]=1.Cl.[N:37]([O-])=O.[Na+]. The catalyst is O. The product is [CH2:27]([C@H:26]1[C@@H:22]([N:21]2[C:3]3=[C:4]4[CH:10]=[CH:9][N:8]([S:11]([C:14]5[CH:15]=[CH:16][C:17]([CH3:18])=[CH:19][CH:20]=5)(=[O:12])=[O:13])[C:5]4=[N:6][CH:7]=[C:2]3[N:1]=[N:37]2)[CH2:23][C@@H:24]([NH:29][S:30]([CH:33]2[CH2:35][CH2:34]2)(=[O:31])=[O:32])[CH2:25]1)[CH3:28]. The yield is 0.740. (4) The reactants are [F:1][C:2]([F:17])([F:16])[C:3]1[C:11]2[CH2:10][CH2:9][CH2:8][CH2:7][C:6]=2[N:5]([CH2:12][C:13]([OH:15])=O)[N:4]=1.C(Cl)(=O)C(Cl)=O.O[NH:25][C:26]([C:28]1[CH:29]=[N:30][N:31]2[C:36]([C:37]([F:40])([F:39])[F:38])=[CH:35][C:34]([CH3:41])=[N:33][C:32]=12)=[NH:27].O. The catalyst is C1COCC1.CN(C=O)C.CN(C)C(=O)C. The product is [CH3:41][C:34]1[CH:35]=[C:36]([C:37]([F:39])([F:38])[F:40])[N:31]2[N:30]=[CH:29][C:28]([C:26]3[N:27]=[C:13]([CH2:12][N:5]4[C:6]5[CH2:7][CH2:8][CH2:9][CH2:10][C:11]=5[C:3]([C:2]([F:1])([F:17])[F:16])=[N:4]4)[O:15][N:25]=3)=[C:32]2[N:33]=1. The yield is 0.300. (5) The reactants are Br[C:2]1[CH:7]=[CH:6][C:5]([N+:8]([O-:10])=[O:9])=[CH:4][C:3]=1[C:11]1[O:15][CH:14]=[N:13][CH:12]=1.[CH2:16]([NH:19][C:20](=[O:26])[O:21][C:22]([CH3:25])([CH3:24])[CH3:23])[C:17]#[CH:18].O. The catalyst is COCCOC.[Cu]I.C1C=CC(P(C2C=CC=CC=2)[C-]2C=CC=C2)=CC=1.C1C=CC(P(C2C=CC=CC=2)[C-]2C=CC=C2)=CC=1.Cl[Pd]Cl.[Fe+2]. The product is [C:22]([O:21][C:20](=[O:26])[NH:19][CH2:16][C:17]#[C:18][C:2]1[CH:7]=[CH:6][C:5]([N+:8]([O-:10])=[O:9])=[CH:4][C:3]=1[C:11]1[O:15][CH:14]=[N:13][CH:12]=1)([CH3:25])([CH3:24])[CH3:23]. The yield is 0.920. (6) The reactants are [CH2:1]([N:8]1[CH2:17][CH2:16][C:15]2[C:14]([C:18]3[CH:23]=[CH:22][CH:21]=[CH:20][CH:19]=3)=[N:13][C:12](Cl)=[N:11][C:10]=2[CH2:9]1)[C:2]1[CH:7]=[CH:6][CH:5]=[CH:4][CH:3]=1.[NH2:25][C:26]1[CH:42]=[CH:41][C:29]([C:30]([NH:32][C:33]2[C:38]([CH3:39])=[CH:37][CH:36]=[CH:35][C:34]=2[CH3:40])=[O:31])=[CH:28][CH:27]=1.C(P(C(C)(C)C)C1C=CC=CC=1)(C)(C)C.C(=O)([O-])[O-].[Cs+].[Cs+]. The catalyst is C(OCC)(=O)C.C(O[Pd]OC(=O)C)(=O)C.C1(C)C=CC=CC=1. The product is [CH3:39][C:38]1[CH:37]=[CH:36][CH:35]=[C:34]([CH3:40])[C:33]=1[NH:32][C:30](=[O:31])[C:29]1[CH:28]=[CH:27][C:26]([NH:25][C:12]2[N:13]=[C:14]([C:18]3[CH:23]=[CH:22][CH:21]=[CH:20][CH:19]=3)[C:15]3[CH2:16][CH2:17][N:8]([CH2:1][C:2]4[CH:7]=[CH:6][CH:5]=[CH:4][CH:3]=4)[CH2:9][C:10]=3[N:11]=2)=[CH:42][CH:41]=1. The yield is 0.500. (7) The reactants are [Cl:1][C:2]1[CH:7]=[CH:6][CH:5]=[CH:4][C:3]=1[N:8]([C:14]1[C:19]([C:20]([F:23])([F:22])[F:21])=[CH:18][C:17]([N+:24]([O-])=O)=[CH:16][C:15]=1[N+:27]([O-])=O)[C:9](=[O:13])[O:10][CH2:11][CH3:12]. The catalyst is C(OCC)(=O)C.[Pd]. The product is [Cl:1][C:2]1[CH:7]=[CH:6][CH:5]=[CH:4][C:3]=1[N:8]([C:14]1[C:19]([C:20]([F:21])([F:23])[F:22])=[CH:18][C:17]([NH2:24])=[CH:16][C:15]=1[NH2:27])[C:9](=[O:13])[O:10][CH2:11][CH3:12]. The yield is 0.980. (8) The reactants are [CH3:1][C:2]1[C:9]([N:10]2[C:14]3[CH:15]=[CH:16][C:17]([O:19][C:20]([F:23])([F:22])[F:21])=[CH:18][C:13]=3[N:12]=[C:11]2[C@H:24]2[CH2:28][CH2:27][CH2:26][O:25]2)=[CH:8][CH:7]=[CH:6][C:3]=1[CH:4]=O.[NH2:29][C:30]1[CH:43]=[CH:42][C:33]2[C@H:34]([CH2:37][C:38]([O:40][CH3:41])=[O:39])[CH2:35][O:36][C:32]=2[CH:31]=1.C(O[BH-](OC(=O)C)OC(=O)C)(=O)C.[Na+].[OH-].[Na+]. The catalyst is C(#N)C.C(O)(=O)C. The product is [CH3:1][C:2]1[C:9]([N:10]2[C:14]3[CH:15]=[CH:16][C:17]([O:19][C:20]([F:22])([F:23])[F:21])=[CH:18][C:13]=3[N:12]=[C:11]2[C@H:24]2[CH2:28][CH2:27][CH2:26][O:25]2)=[CH:8][CH:7]=[CH:6][C:3]=1[CH2:4][NH:29][C:30]1[CH:43]=[CH:42][C:33]2[C@H:34]([CH2:37][C:38]([O:40][CH3:41])=[O:39])[CH2:35][O:36][C:32]=2[CH:31]=1. The yield is 0.770.